From a dataset of Forward reaction prediction with 1.9M reactions from USPTO patents (1976-2016). Predict the product of the given reaction. (1) Given the reactants [NH2:1][C:2]1[CH:7]=[CH:6][C:5]([Br:8])=[CH:4][C:3]=1[C:9]([C:16]1[CH:20]=[CH:19][O:18][CH:17]=1)([C:11]1[CH:15]=[CH:14][O:13][CH:12]=1)[OH:10].[Cl:21][CH2:22][C:23](Cl)=[O:24], predict the reaction product. The product is: [Br:8][C:5]1[CH:6]=[CH:7][C:2]([NH:1][C:23](=[O:24])[CH2:22][Cl:21])=[C:3]([C:9]([C:11]2[CH:15]=[CH:14][O:13][CH:12]=2)([C:16]2[CH:20]=[CH:19][O:18][CH:17]=2)[OH:10])[CH:4]=1. (2) Given the reactants [C:1]([CH2:3][C@H:4]([N:6]1[CH2:11][CH2:10][CH:9]([N:12]([C:22]2[CH:27]=[CH:26][CH:25]=[CH:24][CH:23]=2)[C:13](=[O:21])[C:14]2[C:19]([CH3:20])=[CH:18][CH:17]=[N:16][CH:15]=2)[CH2:8][CH2:7]1)[CH3:5])#[N:2].B.C1C[O:32]CC1, predict the reaction product. The product is: [CH3:13][OH:21].[NH4+:2].[OH-:32].[NH2:2][CH2:1][CH2:3][C@H:4]([N:6]1[CH2:7][CH2:8][CH:9]([N:12]([CH2:13][C:14]2[CH:15]=[N:16][CH:17]=[CH:18][C:19]=2[CH3:20])[C:22]2[CH:27]=[CH:26][CH:25]=[CH:24][CH:23]=2)[CH2:10][CH2:11]1)[CH3:5]. (3) Given the reactants [CH3:1][O:2][C:3]1[CH:8]=[CH:7][CH:6]=[CH:5][N:4]=1.C([O-])(=O)C.[Na+].[Br:14]Br.[OH-].[Na+], predict the reaction product. The product is: [Br:14][C:6]1[CH:7]=[CH:8][C:3]([O:2][CH3:1])=[N:4][CH:5]=1.